This data is from Full USPTO retrosynthesis dataset with 1.9M reactions from patents (1976-2016). The task is: Predict the reactants needed to synthesize the given product. (1) Given the product [CH2:1]([N:3]1[C:12]2[C:7](=[CH:8][C:9]([F:13])=[CH:10][CH:11]=2)[N:6]([C:14](=[O:23])[C:15]2[CH:20]=[CH:19][C:18]([OH:21])=[CH:17][CH:16]=2)[C@@H:5]([CH2:24][CH3:25])[C:4]1=[O:26])[CH3:2], predict the reactants needed to synthesize it. The reactants are: [CH2:1]([N:3]1[C:12]2[C:7](=[CH:8][C:9]([F:13])=[CH:10][CH:11]=2)[N:6]([C:14](=[O:23])[C:15]2[CH:20]=[CH:19][C:18]([O:21]C)=[CH:17][CH:16]=2)[C@@H:5]([CH2:24][CH3:25])[C:4]1=[O:26])[CH3:2].C([C@H]1N(C(=O)C2C=CC(O)=CC=2)C2C(=CC(F)=CC=2)N(C)C1=O)C. (2) Given the product [OH:1][C:2]1[CH:7]=[CH:6][C:5]([CH2:8][C:9]([NH:11][C:12]2[CH:21]=[C:20]3[C:15]([CH2:16][CH2:17][CH:18]([CH2:23][C:24]4[CH:25]=[CH:26][CH:27]=[CH:28][CH:29]=4)[C:19]3=[O:22])=[CH:14][CH:13]=2)=[O:10])=[CH:4][C:3]=1[O:30][CH3:31], predict the reactants needed to synthesize it. The reactants are: [OH:1][C:2]1[CH:7]=[CH:6][C:5]([CH2:8][C:9]([NH:11][C:12]2[CH:21]=[C:20]3[C:15]([CH2:16][CH2:17][C:18](=[CH:23][C:24]4[CH:29]=[CH:28][CH:27]=[CH:26][CH:25]=4)[C:19]3=[O:22])=[CH:14][CH:13]=2)=[O:10])=[CH:4][C:3]=1[O:30][CH3:31].